Dataset: Full USPTO retrosynthesis dataset with 1.9M reactions from patents (1976-2016). Task: Predict the reactants needed to synthesize the given product. (1) Given the product [CH2:1]([O:3][C:4]([N:6]1[CH:14]2[C:9](=[C:10]([C:15]#[C:16][C:17]3[CH:22]=[CH:21][CH:20]=[CH:19][CH:18]=3)[CH2:11][CH2:12][CH2:13]2)[CH2:8][CH2:7]1)=[O:5])[CH3:2], predict the reactants needed to synthesize it. The reactants are: [CH2:1]([O:3][C:4]([N:6]1[CH:14]2[CH:9]([C:10](O)([C:15]#[C:16][C:17]3[CH:22]=[CH:21][CH:20]=[CH:19][CH:18]=3)[CH2:11][CH2:12][CH2:13]2)[CH2:8][CH2:7]1)=[O:5])[CH3:2].C(N(CC)CC)C.P(Cl)(Cl)(Cl)=O.[OH-].[Na+]. (2) Given the product [CH3:26][C:22]1[N:21]=[C:20]([C:12]2[N:13]=[C:14]3[CH:19]=[CH:18][CH:17]=[CH:16][N:15]3[C:11]=2[C:9]2[CH:8]=[CH:7][N:6]=[C:5]([NH:27][CH2:28][CH2:29][NH:30][C:31](=[O:33])[CH3:32])[N:10]=2)[CH:25]=[CH:24][CH:23]=1, predict the reactants needed to synthesize it. The reactants are: CS([C:5]1[N:10]=[C:9]([C:11]2[N:15]3[CH:16]=[CH:17][CH:18]=[CH:19][C:14]3=[N:13][C:12]=2[C:20]2[CH:25]=[CH:24][CH:23]=[C:22]([CH3:26])[N:21]=2)[CH:8]=[CH:7][N:6]=1)(=O)=O.[NH2:27][CH2:28][CH2:29][NH:30][C:31](=[O:33])[CH3:32]. (3) Given the product [F:20][C:21]([F:33])([F:34])[O:22][C:23]1[CH:32]=[CH:31][C:26]([C:27]2[O:28][C:8](=[O:9])[NH:30][N:29]=2)=[CH:25][CH:24]=1, predict the reactants needed to synthesize it. The reactants are: C(N(CC)CC)C.[C:8](N1C=CN=C1)(N1C=CN=C1)=[O:9].[F:20][C:21]([F:34])([F:33])[O:22][C:23]1[CH:32]=[CH:31][C:26]([C:27]([NH:29][NH2:30])=[O:28])=[CH:25][CH:24]=1. (4) Given the product [NH2:28][C:29]1[C:30]([C:38]#[N:39])=[N:31][C:32]([C:9]2[CH:22]=[CH:21][C:12]([O:13][CH2:14][C:15]3[CH:16]=[CH:17][N:18]=[CH:19][CH:20]=3)=[C:11]([C:23]([F:24])([F:25])[F:26])[CH:10]=2)=[CH:33][C:34]=1[NH:35][CH3:36], predict the reactants needed to synthesize it. The reactants are: CC1(C)C(C)(C)OB([C:9]2[CH:22]=[CH:21][C:12]([O:13][CH2:14][C:15]3[CH:20]=[CH:19][N:18]=[CH:17][CH:16]=3)=[C:11]([C:23]([F:26])([F:25])[F:24])[CH:10]=2)O1.[NH2:28][C:29]1[C:30]([C:38]#[N:39])=[N:31][C:32](Cl)=[CH:33][C:34]=1[NH:35][CH3:36].C1(P(C2CCCCC2)C2CCCCC2)CCCCC1.P([O-])([O-])([O-])=O.[K+].[K+].[K+].